Dataset: Forward reaction prediction with 1.9M reactions from USPTO patents (1976-2016). Task: Predict the product of the given reaction. (1) Given the reactants C1C=CC2N(O)N=NC=2C=1.[C:11]([NH:14][C@@H:15]([CH2:19][C:20]1[CH:25]=[CH:24][CH:23]=[CH:22][CH:21]=1)[C:16](O)=[O:17])(=[O:13])[CH3:12].CCN=C=NCCCN(C)C.Cl.[NH2:38][C@@H:39]([CH2:48][C:49]1[CH:54]=[CH:53][CH:52]=[C:51]([N:55]2[CH2:59][C:58](=[O:60])[N:57]([CH2:61][C:62]3[CH:67]=[CH:66][C:65]([O:68][CH3:69])=[CH:64][CH:63]=3)[S:56]2(=[O:71])=[O:70])[CH:50]=1)[C:40]([NH:42][CH2:43][CH2:44][CH2:45][CH2:46][CH3:47])=[O:41], predict the reaction product. The product is: [C:11]([NH:14][C@@H:15]([CH2:19][C:20]1[CH:21]=[CH:22][CH:23]=[CH:24][CH:25]=1)[C:16]([NH:38][C@H:39]([C:40](=[O:41])[NH:42][CH2:43][CH2:44][CH2:45][CH2:46][CH3:47])[CH2:48][C:49]1[CH:54]=[CH:53][CH:52]=[C:51]([N:55]2[CH2:59][C:58](=[O:60])[N:57]([CH2:61][C:62]3[CH:67]=[CH:66][C:65]([O:68][CH3:69])=[CH:64][CH:63]=3)[S:56]2(=[O:70])=[O:71])[CH:50]=1)=[O:17])(=[O:13])[CH3:12]. (2) Given the reactants [CH3:1][C:2]([OH:6])([CH3:5])[CH2:3][OH:4].Cl[C:8]1[N:9]=[C:10]([OH:24])[C:11]2[CH:17]=[CH:16][N:15]=[C:14]([C:18]3[N:19]=[CH:20][N:21]([CH3:23])[CH:22]=3)[C:12]=2[N:13]=1, predict the reaction product. The product is: [OH:6][C:2]([CH3:5])([CH3:1])[CH2:3][O:4][C:8]1[N:9]=[C:10]([OH:24])[C:11]2[CH:17]=[CH:16][N:15]=[C:14]([C:18]3[N:19]=[CH:20][N:21]([CH3:23])[CH:22]=3)[C:12]=2[N:13]=1. (3) Given the reactants [C:1]([CH:5]1[CH2:10][CH2:9][CH:8]([O:11][C:12]2[CH:13]=[C:14]3[C:19](=[C:20]([CH3:22])[CH:21]=2)[CH:18]=[C:17]([CH:23]=O)[CH:16]=[CH:15]3)[CH2:7][CH2:6]1)([CH3:4])([CH3:3])[CH3:2].Cl.[CH3:26][O:27][C:28](=[O:31])[CH2:29][NH2:30].C(N(C(C)C)CC)(C)C.C(O[BH-](OC(=O)C)OC(=O)C)(=O)C.[Na+], predict the reaction product. The product is: [CH3:26][O:27][C:28](=[O:31])[CH2:29][NH:30][CH2:23][C:17]1[CH:16]=[CH:15][C:14]2[C:19](=[C:20]([CH3:22])[CH:21]=[C:12]([O:11][CH:8]3[CH2:7][CH2:6][CH:5]([C:1]([CH3:3])([CH3:4])[CH3:2])[CH2:10][CH2:9]3)[CH:13]=2)[CH:18]=1. (4) Given the reactants [C:1]([C:5]1[N:10]=[CH:9][C:8]([C:11]2[N:12]([C:32]([N:34]3[CH2:39][CH2:38][CH:37]([CH2:40][C:41]([OH:43])=O)[CH2:36][CH2:35]3)=[O:33])[C@@:13]([C:25]3[CH:30]=[CH:29][C:28]([Cl:31])=[CH:27][CH:26]=3)([CH3:24])[C@@:14]([C:17]3[CH:22]=[CH:21][C:20]([Cl:23])=[CH:19][CH:18]=3)([CH3:16])[N:15]=2)=[C:7]([O:44][CH2:45][CH3:46])[CH:6]=1)([CH3:4])([CH3:3])[CH3:2].[F:47][C:48]1[C:49]([CH3:56])=[C:50]([CH:53]=[CH:54][CH:55]=1)[CH2:51][NH2:52], predict the reaction product. The product is: [C:1]([C:5]1[N:10]=[CH:9][C:8]([C:11]2[N:12]([C:32]([N:34]3[CH2:35][CH2:36][CH:37]([CH2:40][C:41]([NH:52][CH2:51][C:50]4[CH:53]=[CH:54][CH:55]=[C:48]([F:47])[C:49]=4[CH3:56])=[O:43])[CH2:38][CH2:39]3)=[O:33])[C@@:13]([C:25]3[CH:26]=[CH:27][C:28]([Cl:31])=[CH:29][CH:30]=3)([CH3:24])[C@@:14]([C:17]3[CH:18]=[CH:19][C:20]([Cl:23])=[CH:21][CH:22]=3)([CH3:16])[N:15]=2)=[C:7]([O:44][CH2:45][CH3:46])[CH:6]=1)([CH3:4])([CH3:2])[CH3:3]. (5) Given the reactants [CH:1]1([CH:4]([N:8]2[CH:12]=[C:11]([C:13]3[N:18]4[CH:19]=[CH:20][N:21]=[C:17]4[CH:16]=[C:15]([C:22]4[CH:31]=[C:30]5[C:25]([CH2:26][CH2:27][NH:28][CH2:29]5)=[CH:24][CH:23]=4)[N:14]=3)[CH:10]=[N:9]2)[CH2:5][C:6]#[N:7])[CH2:3][CH2:2]1.C=O.[C:34](O[BH-](OC(=O)C)OC(=O)C)(=O)C.[Na+], predict the reaction product. The product is: [CH:1]1([CH:4]([N:8]2[CH:12]=[C:11]([C:13]3[N:18]4[CH:19]=[CH:20][N:21]=[C:17]4[CH:16]=[C:15]([C:22]4[CH:31]=[C:30]5[C:25]([CH2:26][CH2:27][N:28]([CH3:34])[CH2:29]5)=[CH:24][CH:23]=4)[N:14]=3)[CH:10]=[N:9]2)[CH2:5][C:6]#[N:7])[CH2:3][CH2:2]1. (6) Given the reactants [NH2:1][C@@H:2]([C:6]([OH:8])=[O:7])[CH:3]([CH3:5])[CH3:4].[N+:9]([C:12]1[CH:17]=[CH:16][C:15]([C:18]2[CH:23]=[CH:22][C:21]([S:24](Cl)(=[O:26])=[O:25])=[CH:20][CH:19]=2)=[CH:14][CH:13]=1)([O-:11])=[O:10].C(N(CC)CC)C, predict the reaction product. The product is: [N+:9]([C:12]1[CH:13]=[CH:14][C:15]([C:18]2[CH:23]=[CH:22][C:21]([S:24]([NH:1][C@@H:2]([C:6]([OH:8])=[O:7])[CH:3]([CH3:5])[CH3:4])(=[O:26])=[O:25])=[CH:20][CH:19]=2)=[CH:16][CH:17]=1)([O-:11])=[O:10]. (7) Given the reactants [CH2:1]([O:8][N:9]1[C:14](=[O:15])[CH:13]=[C:12](OS(C(F)(F)F)(=O)=O)[C:11]([C:24]([O:26][CH2:27][CH3:28])=[O:25])=[CH:10]1)[C:2]1[CH:7]=[CH:6][CH:5]=[CH:4][CH:3]=1.[S:29]1[C:33]2[CH:34]=[CH:35][C:36]([NH2:38])=[CH:37][C:32]=2[N:31]=[CH:30]1, predict the reaction product. The product is: [S:29]1[C:33]2[CH:34]=[CH:35][C:36]([NH:38][C:12]3[C:11]([C:24]([O:26][CH2:27][CH3:28])=[O:25])=[CH:10][N:9]([O:8][CH2:1][C:2]4[CH:3]=[CH:4][CH:5]=[CH:6][CH:7]=4)[C:14](=[O:15])[CH:13]=3)=[CH:37][C:32]=2[N:31]=[CH:30]1.